From a dataset of Full USPTO retrosynthesis dataset with 1.9M reactions from patents (1976-2016). Predict the reactants needed to synthesize the given product. (1) The reactants are: Cl.[C:2]([OH:10])(=O)[C:3]1[CH:8]=[CH:7][N:6]=[CH:5][CH:4]=1.C(Cl)CCl.C1C=CC2N(O)N=NC=2C=1.CCN(CC)CC.[NH2:32][C:33]1[S:34][CH:35]=[C:36]([C:38]2[C:43]([CH3:44])=[CH:42][C:41]([OH:45])=[CH:40][C:39]=2[CH3:46])[N:37]=1. Given the product [OH:45][C:41]1[CH:40]=[C:39]([CH3:46])[C:38]([C:36]2[N:37]=[C:33]([NH:32][C:2](=[O:10])[C:3]3[CH:4]=[CH:5][N:6]=[CH:7][CH:8]=3)[S:34][CH:35]=2)=[C:43]([CH3:44])[CH:42]=1, predict the reactants needed to synthesize it. (2) Given the product [CH:1]([NH:4][C:5]([C:7]1[C:16](=[O:17])[C:15]2[C:10](=[N:11][CH:12]=[CH:13][CH:14]=2)[N:9]([C:18]2[CH:23]=[CH:22][CH:21]=[C:20]([C:34]3[CH:35]=[CH:36][C:37]([C:40]4[CH:41]=[N:42][CH:43]=[CH:44][CH:45]=4)=[CH:38][CH:39]=3)[CH:19]=2)[CH:8]=1)=[O:6])([CH3:2])[CH3:3], predict the reactants needed to synthesize it. The reactants are: [CH:1]([NH:4][C:5]([C:7]1[C:16](=[O:17])[C:15]2[C:10](=[N:11][CH:12]=[CH:13][CH:14]=2)[N:9]([C:18]2[CH:23]=[CH:22][CH:21]=[C:20](B3OC(C)(C)C(C)(C)O3)[CH:19]=2)[CH:8]=1)=[O:6])([CH3:3])[CH3:2].Br[C:34]1[CH:39]=[CH:38][C:37]([C:40]2[CH:41]=[N:42][CH:43]=[CH:44][CH:45]=2)=[CH:36][CH:35]=1.C(=O)([O-])[O-].[Na+].[Na+]. (3) Given the product [N:1]([CH2:4][C@H:5]([CH3:22])[C@@H:6]([O:7][Si:8]([C:11]([CH3:14])([CH3:13])[CH3:12])([CH3:10])[CH3:9])[C@H:15]([OH:16])[CH2:19][OH:18])=[N+:2]=[N-:3], predict the reactants needed to synthesize it. The reactants are: [N:1]([CH2:4][C@H:5]([CH3:22])[C@H:6]([C@H:15]1[CH2:19][O:18]C(C)(C)[O:16]1)[O:7][Si:8]([C:11]([CH3:14])([CH3:13])[CH3:12])([CH3:10])[CH3:9])=[N+:2]=[N-:3].CC1C=CC(S([O-])(=O)=O)=CC=1.C1C=C[NH+]=CC=1.